From a dataset of Full USPTO retrosynthesis dataset with 1.9M reactions from patents (1976-2016). Predict the reactants needed to synthesize the given product. Given the product [NH2:1][C:2]1[N:7]=[CH:6][C:5]([C:8]2[CH:33]=[CH:32][C:11]3[N:12]([C:28]([CH3:29])([CH3:30])[CH3:31])[C:13]([C:15]4[CH:16]=[C:17]([CH:20]=[CH:21][C:22]=4[N:23]4[CH:27]=[N:26][CH:25]=[N:24]4)[C:18]([NH2:19])=[O:35])=[N:14][C:10]=3[CH:9]=2)=[CH:4][N:3]=1, predict the reactants needed to synthesize it. The reactants are: [NH2:1][C:2]1[N:7]=[CH:6][C:5]([C:8]2[CH:33]=[CH:32][C:11]3[N:12]([C:28]([CH3:31])([CH3:30])[CH3:29])[C:13]([C:15]4[CH:16]=[C:17]([CH:20]=[CH:21][C:22]=4[N:23]4[CH:27]=[N:26][CH:25]=[N:24]4)[C:18]#[N:19])=[N:14][C:10]=3[CH:9]=2)=[CH:4][N:3]=1.[NH4+].[OH-:35].OO.